From a dataset of Catalyst prediction with 721,799 reactions and 888 catalyst types from USPTO. Predict which catalyst facilitates the given reaction. Reactant: [BH4-].[Na+].[C:3]([O:7][C:8]([N:10]([C:39]([O:41][C:42]([CH3:45])([CH3:44])[CH3:43])=[O:40])[C:11]1[C:16]([C:17]([O:19][CH3:20])=[O:18])=[C:15]([O:21][S:22]([C:25]2[CH:30]=[CH:29][C:28]([CH3:31])=[CH:27][CH:26]=2)(=[O:24])=[O:23])[C:14]([C:32]2[CH:36]=[CH:35][O:34][C:33]=2[CH:37]=[O:38])=[CH:13][CH:12]=1)=[O:9])([CH3:6])([CH3:5])[CH3:4]. Product: [C:42]([O:41][C:39]([N:10]([C:8]([O:7][C:3]([CH3:6])([CH3:5])[CH3:4])=[O:9])[C:11]1[C:16]([C:17]([O:19][CH3:20])=[O:18])=[C:15]([O:21][S:22]([C:25]2[CH:30]=[CH:29][C:28]([CH3:31])=[CH:27][CH:26]=2)(=[O:24])=[O:23])[C:14]([C:32]2[CH:36]=[CH:35][O:34][C:33]=2[CH2:37][OH:38])=[CH:13][CH:12]=1)=[O:40])([CH3:44])([CH3:45])[CH3:43]. The catalyst class is: 8.